This data is from Catalyst prediction with 721,799 reactions and 888 catalyst types from USPTO. The task is: Predict which catalyst facilitates the given reaction. Reactant: [CH3:1][N:2]([CH3:21])[S:3]([CH2:6][CH2:7][C:8]1[CH:13]=[CH:12][C:11]([NH2:14])=[C:10]([C:15]2[CH2:20][CH2:19][CH2:18][CH2:17][CH:16]=2)[CH:9]=1)(=[O:5])=[O:4].C1CN([P+](Br)(N2CCCC2)N2CCCC2)CC1.F[P-](F)(F)(F)(F)F.[K+].[C:47]([C:49]1[N:50]=[C:51]([C:62]([O-])=[O:63])[N:52]([CH2:54][O:55][CH2:56][CH2:57][Si:58]([CH3:61])([CH3:60])[CH3:59])[CH:53]=1)#[N:48].CCN(C(C)C)C(C)C. Product: [C:15]1([C:10]2[CH:9]=[C:8]([CH2:7][CH2:6][S:3](=[O:4])(=[O:5])[N:2]([CH3:1])[CH3:21])[CH:13]=[CH:12][C:11]=2[NH:14][C:62]([C:51]2[N:52]([CH2:54][O:55][CH2:56][CH2:57][Si:58]([CH3:61])([CH3:60])[CH3:59])[CH:53]=[C:49]([C:47]#[N:48])[N:50]=2)=[O:63])[CH2:20][CH2:19][CH2:18][CH2:17][CH:16]=1. The catalyst class is: 2.